Dataset: Full USPTO retrosynthesis dataset with 1.9M reactions from patents (1976-2016). Task: Predict the reactants needed to synthesize the given product. Given the product [CH3:1][C:2]1([CH3:18])[O:7][CH2:6][CH:5]([CH2:8][O:9][C:10]2[C:11]([CH3:17])=[CH:12][N:13]=[C:14]([CH2:31][S:19][C:20]3[NH:24][C:23]4[CH:25]=[CH:26][CH:27]=[CH:28][C:22]=4[N:21]=3)[C:15]=2[CH3:16])[CH2:4][O:3]1, predict the reactants needed to synthesize it. The reactants are: [CH3:1][C:2]1([CH3:18])[O:7][CH2:6][CH:5]([CH2:8][O:9][C:10]2[C:15]([CH3:16])=[CH:14][N:13]=[CH:12][C:11]=2[CH3:17])[CH2:4][O:3]1.[SH:19][C:20]1[NH:21][C:22]2[CH:28]=[CH:27][CH:26]=[CH:25][C:23]=2[N:24]=1.[OH-].[Na+].[CH3:31]O.